Dataset: Reaction yield outcomes from USPTO patents with 853,638 reactions. Task: Predict the reaction yield, written as a fraction of the theoretical maximum amount of product (1.0 means a 100% yield; for example, 0.34 means a 34% yield). (1) The reactants are [CH3:1][C:2]1[CH:7]=[CH:6][C:5]([C:8]2[CH:13]=[CH:12][C:11]([CH2:14][NH2:15])=[CH:10][N:9]=2)=[CH:4][CH:3]=1.[F:16][C:17]([F:43])([F:42])[C:18]1[CH:23]=[CH:22][C:21]([C:24]2[C:25]([C:30]([NH:32][C:33]3[CH:34]=[C:35]([C:39](O)=[O:40])[N:36]([CH3:38])[CH:37]=3)=[O:31])=[CH:26][CH:27]=[CH:28][CH:29]=2)=[CH:20][CH:19]=1.CN(C(ON1N=NC2C=CC=CC1=2)=[N+](C)C)C.[B-](F)(F)(F)F.C(N(C(C)C)C(C)C)C. The catalyst is CN(C)C=O.ClCCl.C(O)C. The product is [CH3:1][C:2]1[CH:3]=[CH:4][C:5]([C:8]2[CH:13]=[CH:12][C:11]([CH2:14][NH:15][C:39]([C:35]3[N:36]([CH3:38])[CH:37]=[C:33]([NH:32][C:30]([C:25]4[C:24]([C:21]5[CH:20]=[CH:19][C:18]([C:17]([F:43])([F:16])[F:42])=[CH:23][CH:22]=5)=[CH:29][CH:28]=[CH:27][CH:26]=4)=[O:31])[CH:34]=3)=[O:40])=[CH:10][N:9]=2)=[CH:6][CH:7]=1. The yield is 1.00. (2) The reactants are [N+:1]([C:4]1[C:13]2[C:8](=[CH:9][CH:10]=[CH:11][CH:12]=2)[C:7]([O:14][C@@H:15]2[CH2:19][CH2:18][N:17]([C:20]([O:22][C:23]([CH3:26])([CH3:25])[CH3:24])=[O:21])[CH2:16]2)=[CH:6][CH:5]=1)([O-])=O.[Cl:27][C:28]1[CH:33]=[CH:32][C:31]([S:34](Cl)(=[O:36])=[O:35])=[CH:30][CH:29]=1. No catalyst specified. The product is [Cl:27][C:28]1[CH:33]=[CH:32][C:31]([S:34]([NH:1][C:4]2[C:13]3[C:8](=[CH:9][CH:10]=[CH:11][CH:12]=3)[C:7]([O:14][C@@H:15]3[CH2:19][CH2:18][N:17]([C:20]([O:22][C:23]([CH3:26])([CH3:25])[CH3:24])=[O:21])[CH2:16]3)=[CH:6][CH:5]=2)(=[O:36])=[O:35])=[CH:30][CH:29]=1. The yield is 0.870.